This data is from Forward reaction prediction with 1.9M reactions from USPTO patents (1976-2016). The task is: Predict the product of the given reaction. (1) Given the reactants [C:1]([O:5][C:6]([N:8]1[CH2:13][CH2:12][CH:11](OS(C)(=O)=O)[CH2:10][CH2:9]1)=[O:7])([CH3:4])([CH3:3])[CH3:2].[C:19]([O-:22])(=[S:21])[CH3:20].[K+], predict the reaction product. The product is: [C:19]([S:21][CH:11]1[CH2:10][CH2:9][N:8]([C:6]([O:5][C:1]([CH3:2])([CH3:3])[CH3:4])=[O:7])[CH2:13][CH2:12]1)(=[O:22])[CH3:20]. (2) Given the reactants [CH2:1]([C:3]1[C:22]([CH3:23])=[CH:21][C:6]2[NH:7][C:8]([C:10]3[C:18]4[C:13](=[CH:14][CH:15]=[C:16]([C:19]#[N:20])[CH:17]=4)[NH:12][N:11]=3)=[N:9][C:5]=2[CH:4]=1)[CH3:2].C(=O)([O-])[O-:25].[Na+].[Na+].[ClH:30], predict the reaction product. The product is: [ClH:30].[ClH:30].[CH2:1]([C:3]1[C:22]([CH3:23])=[CH:21][C:6]2[NH:7][C:8]([C:10]3[C:18]4[C:13](=[CH:14][CH:15]=[C:16]([C:19]([NH2:20])=[O:25])[CH:17]=4)[NH:12][N:11]=3)=[N:9][C:5]=2[CH:4]=1)[CH3:2]. (3) Given the reactants [Cl:1][CH2:2][C:3](=O)[CH2:4]C(OCC)=O.[C:11]([OH:14])(=[O:13])[CH3:12].[CH2:15]([NH2:19])[CH2:16][CH2:17][CH3:18].[C:20]1(C)C=CC=C[CH:21]=1, predict the reaction product. The product is: [Cl:1][CH2:2][C:3]([NH:19][CH2:15][CH2:16][CH2:17][CH3:18])=[CH:4][CH2:12][C:11]([O:14][CH2:20][CH3:21])=[O:13]. (4) The product is: [OH:1][C:2]1[C:3]([CH3:14])=[C:4]2[C:8](=[CH:9][CH:10]=1)[C:7](=[O:11])[C:6](/[CH:12]=[CH:15]/[CH3:16])=[CH:5]2. Given the reactants [OH:1][C:2]1[C:3]([CH3:14])=[C:4]2[C:8](=[CH:9][CH:10]=1)[C:7](=[O:11])[C:6]([CH:12]=O)=[CH:5]2.[C:15]1(P(C2C=CC=CC=2)C2C=CC=CC=2)C=CC=C[CH:16]=1.C([Li])CCC, predict the reaction product. (5) Given the reactants Cl.[NH2:2][C@H:3]([CH2:7][CH3:8])[C@H:4]([OH:6])[CH3:5].C(=O)(O)[O-].[Na+].C([BH3-])#N.[Na+].[CH:18]1[CH:23]=[CH:22][C:21]([CH:24]=O)=[CH:20][CH:19]=1, predict the reaction product. The product is: [CH2:24]([NH:2][C@H:3]([CH2:7][CH3:8])[C@H:4]([OH:6])[CH3:5])[C:21]1[CH:22]=[CH:23][CH:18]=[CH:19][CH:20]=1. (6) Given the reactants Br[C:2]1[CH:41]=[CH:40][C:5]([CH2:6][N:7]([CH2:32][C:33]([O:35][C:36]([CH3:39])([CH3:38])[CH3:37])=[O:34])[C:8](=[O:31])[C:9]2[CH:14]=[CH:13][C:12]([NH:15][C:16](=[O:30])[CH2:17][C:18]3[CH:23]=[CH:22][C:21]([O:24][CH3:25])=[CH:20][C:19]=3[C:26]([F:29])([F:28])[F:27])=[CH:11][CH:10]=2)=[CH:4][CH:3]=1.[CH3:42][C:43]1([CH3:59])[C:47]([CH3:49])([CH3:48])[O:46][B:45]([B:45]2[O:46][C:47]([CH3:49])([CH3:48])[C:43]([CH3:59])([CH3:42])[O:44]2)[O:44]1.C([O-])(=O)C.[K+].N#N, predict the reaction product. The product is: [CH3:25][O:24][C:21]1[CH:22]=[CH:23][C:18]([CH2:17][C:16]([NH:15][C:12]2[CH:13]=[CH:14][C:9]([C:8]([N:7]([CH2:32][C:33]([O:35][C:36]([CH3:39])([CH3:38])[CH3:37])=[O:34])[CH2:6][C:5]3[CH:40]=[CH:41][C:2]([B:45]4[O:46][C:47]([CH3:49])([CH3:48])[C:43]([CH3:59])([CH3:42])[O:44]4)=[CH:3][CH:4]=3)=[O:31])=[CH:10][CH:11]=2)=[O:30])=[C:19]([C:26]([F:29])([F:28])[F:27])[CH:20]=1. (7) Given the reactants [N+:1]([C:4]1[CH:9]=[CH:8][C:7]([N:10]2[CH2:15][CH2:14][CH2:13][CH2:12][CH2:11]2)=[CH:6][C:5]=1[C:16]1[CH:21]=[C:20]([NH:22][CH2:23][C:24]2[CH:29]=[CH:28][CH:27]=[C:26]([C:30]([F:33])([F:32])[F:31])[CH:25]=2)[CH:19]=[CH:18][N:17]=1)([O-:3])=[O:2].[CH3:34][C:35]([O:38][C:39](O[C:39]([O:38][C:35]([CH3:37])([CH3:36])[CH3:34])=[O:40])=[O:40])([CH3:37])[CH3:36], predict the reaction product. The product is: [N+:1]([C:4]1[CH:9]=[CH:8][C:7]([N:10]2[CH2:11][CH2:12][CH2:13][CH2:14][CH2:15]2)=[CH:6][C:5]=1[C:16]1[CH:21]=[C:20]([N:22]([CH2:23][C:24]2[CH:29]=[CH:28][CH:27]=[C:26]([C:30]([F:33])([F:32])[F:31])[CH:25]=2)[C:39](=[O:40])[O:38][C:35]([CH3:37])([CH3:36])[CH3:34])[CH:19]=[CH:18][N:17]=1)([O-:3])=[O:2].